This data is from CYP3A4 inhibition data for predicting drug metabolism from PubChem BioAssay. The task is: Regression/Classification. Given a drug SMILES string, predict its absorption, distribution, metabolism, or excretion properties. Task type varies by dataset: regression for continuous measurements (e.g., permeability, clearance, half-life) or binary classification for categorical outcomes (e.g., BBB penetration, CYP inhibition). Dataset: cyp3a4_veith. (1) The compound is C[C@H](O)Cn1cnc2c1c(=O)n(C)c(=O)n2C. The result is 0 (non-inhibitor). (2) The compound is COC(=O)C1CCN(CC(=O)Nc2sc3c(c2C#N)CCC3)CC1. The result is 0 (non-inhibitor). (3) The drug is O=[As](O)(O)c1ccc([As](=O)(O)O)cc1. The result is 0 (non-inhibitor). (4) The drug is CC(=O)Nc1c(NC(C)C)c2ccccc2oc1=O. The result is 0 (non-inhibitor). (5) The molecule is C[C@H]1C/C=C\C=C/C=C\C=C[C@@H](O[C@H]2O[C@@H](C)[C@@H](O)[C@@H](N)[C@@H]2O)C[C@@H]2O[C@](O)(C[C@@H](O)C[C@H]3O[C@@H]3/C=C\C(=O)O1)C[C@@H](O)[C@H]2C(=O)O. The result is 0 (non-inhibitor). (6) The compound is CC(=O)N[C@H](c1ccccc1)[C@@]1(C)C[C@@H]1[C@@H](C)C(=O)Nc1ccc2ccccc2c1. The result is 1 (inhibitor). (7) The drug is CC1=C(C(N)=O)C(c2ccccc2)n2nc(-c3ccncc3)nc2N1. The result is 1 (inhibitor).